From a dataset of Forward reaction prediction with 1.9M reactions from USPTO patents (1976-2016). Predict the product of the given reaction. (1) Given the reactants F[C:2]1[C:7]([C:8]2[N:16]=[CH:15][N:14]=[C:13]3[C:9]=2[N:10]=[CH:11][N:12]3[CH:17]2[CH2:22][CH2:21][CH2:20][CH2:19][O:18]2)=[CH:6][CH:5]=[CH:4][N:3]=1.[NH2:23][C:24]1[CH:25]=[C:26]([NH:31][S:32]([CH2:35][CH2:36][CH3:37])(=[O:34])=[O:33])[CH:27]=[CH:28][C:29]=1[F:30], predict the reaction product. The product is: [F:30][C:29]1[CH:28]=[CH:27][C:26]([NH:31][S:32]([CH2:35][CH2:36][CH3:37])(=[O:34])=[O:33])=[CH:25][C:24]=1[NH:23][C:2]1[C:7]([C:8]2[N:16]=[CH:15][N:14]=[C:13]3[C:9]=2[N:10]=[CH:11][N:12]3[CH:17]2[CH2:22][CH2:21][CH2:20][CH2:19][O:18]2)=[CH:6][CH:5]=[CH:4][N:3]=1. (2) Given the reactants [OH:1][C:2]1[CH:11]=[C:10]2[C:5]([CH:6]=[C:7]([S:16](Cl)(=[O:18])=[O:17])[CH:8]=[C:9]2[S:12](Cl)(=[O:14])=[O:13])=[CH:4][CH:3]=1.[Cl:20][C:21]1[C:27]([Cl:28])=[CH:26][CH:25]=[CH:24][C:22]=1[NH2:23], predict the reaction product. The product is: [Cl:20][C:21]1[C:27]([Cl:28])=[CH:26][CH:25]=[CH:24][C:22]=1[NH:23][S:12]([C:9]1[C:10]2[C:5](=[CH:4][CH:3]=[C:2]([OH:1])[CH:11]=2)[CH:6]=[C:7]([S:16]([NH:23][C:22]2[CH:24]=[CH:25][CH:26]=[C:27]([Cl:28])[C:21]=2[Cl:20])(=[O:18])=[O:17])[CH:8]=1)(=[O:14])=[O:13].